This data is from Reaction yield outcomes from USPTO patents with 853,638 reactions. The task is: Predict the reaction yield, written as a fraction of the theoretical maximum amount of product (1.0 means a 100% yield; for example, 0.34 means a 34% yield). (1) The reactants are [CH3:1][C:2]1[CH:7]=[C:6]([C:8]([F:11])([F:10])[F:9])[C:5]([N+:12]([O-:14])=[O:13])=[CH:4][C:3]=1[N+:15]([O-:17])=[O:16].C[C:19]([N:21]([CH3:23])[CH3:22])=O. The catalyst is CN(C=O)C. The product is [N+:15]([C:3]1[CH:4]=[C:5]([N+:12]([O-:14])=[O:13])[C:6]([C:8]([F:10])([F:11])[F:9])=[CH:7][C:2]=1/[CH:1]=[CH:19]/[N:21]([CH3:23])[CH3:22])([O-:17])=[O:16]. The yield is 0.860. (2) The product is [Br:31][C:32]1[CH:33]=[C:34]2[C:43]([C:42]3[CH:41]=[CH:40][C:39]([C:9]4[CH:10]=[CH:11][C:12]5[N:16]=[C:15]([C@@H:17]6[CH2:21][CH2:20][CH2:19][N:18]6[C:22]([O:24][C:25]([CH3:28])([CH3:26])[CH3:27])=[O:23])[NH:14][C:13]=5[CH:29]=4)=[CH:38][C:37]=3[CH2:36][CH2:35]2)=[CH:44][CH:45]=1. The catalyst is C1C=CC([P]([Pd]([P](C2C=CC=CC=2)(C2C=CC=CC=2)C2C=CC=CC=2)([P](C2C=CC=CC=2)(C2C=CC=CC=2)C2C=CC=CC=2)[P](C2C=CC=CC=2)(C2C=CC=CC=2)C2C=CC=CC=2)(C2C=CC=CC=2)C2C=CC=CC=2)=CC=1.C(COC)OC. The reactants are CC1(C)C(C)(C)OB([C:9]2[CH:10]=[CH:11][C:12]3[N:16]=[C:15]([C@@H:17]4[CH2:21][CH2:20][CH2:19][N:18]4[C:22]([O:24][C:25]([CH3:28])([CH3:27])[CH3:26])=[O:23])[NH:14][C:13]=3[CH:29]=2)O1.[Br:31][C:32]1[CH:45]=[CH:44][C:43]2[C:42]3[C:37](=[CH:38][C:39](Br)=[CH:40][CH:41]=3)[CH2:36][CH2:35][C:34]=2[CH:33]=1.C(=O)([O-])[O-].[K+].[K+]. The yield is 0.590. (3) The reactants are C(OC(=O)[NH:7][C@H:8]1[CH2:13][CH2:12][C@@H:11]([CH2:14][NH:15][C:16]2[N:25]=[C:24]([N:26]([CH3:28])[CH3:27])[C:23]3[C:18](=[CH:19][CH:20]=[CH:21][CH:22]=3)[N:17]=2)[CH2:10][CH2:9]1)(C)(C)C. The catalyst is C(O)(C(F)(F)F)=O.C(Cl)Cl. The product is [NH2:7][C@@H:8]1[CH2:13][CH2:12][C@H:11]([CH2:14][NH:15][C:16]2[N:25]=[C:24]([N:26]([CH3:28])[CH3:27])[C:23]3[C:18](=[CH:19][CH:20]=[CH:21][CH:22]=3)[N:17]=2)[CH2:10][CH2:9]1. The yield is 0.980. (4) The reactants are N[C:2]1[C:3]([C:11]2[CH:16]=[CH:15][CH:14]=[CH:13][CH:12]=2)=[N:4][S:5][C:6]=1[C:7]([O:9][CH3:10])=[O:8].[I:17]I.N(OCCCCC)=O. The catalyst is C(Cl)(Cl)Cl. The product is [I:17][C:2]1[C:3]([C:11]2[CH:16]=[CH:15][CH:14]=[CH:13][CH:12]=2)=[N:4][S:5][C:6]=1[C:7]([O:9][CH3:10])=[O:8]. The yield is 0.407.